Predict the reactants needed to synthesize the given product. From a dataset of Full USPTO retrosynthesis dataset with 1.9M reactions from patents (1976-2016). (1) Given the product [C:1]([O:5][C:6](=[O:25])[NH:7][C:8]1[CH:13]=[C:12]([O:14][CH2:15][C:16]([F:18])([F:17])[F:19])[C:11]([C:20]([F:22])([F:23])[F:21])=[CH:10][C:9]=1[NH:24][C:31](=[O:30])[CH2:32][C:33]([C:35]1[CH:40]=[CH:39][CH:38]=[C:37]([C:41]2[CH:46]=[CH:45][N:44]=[C:43]([CH:47]3[CH2:48][CH2:49][CH2:50][CH2:51]3)[CH:42]=2)[CH:36]=1)=[O:34])([CH3:4])([CH3:2])[CH3:3], predict the reactants needed to synthesize it. The reactants are: [C:1]([O:5][C:6](=[O:25])[NH:7][C:8]1[CH:13]=[C:12]([O:14][CH2:15][C:16]([F:19])([F:18])[F:17])[C:11]([C:20]([F:23])([F:22])[F:21])=[CH:10][C:9]=1[NH2:24])([CH3:4])([CH3:3])[CH3:2].C([O:30][C:31](=O)[CH2:32][C:33]([C:35]1[CH:40]=[CH:39][CH:38]=[C:37]([C:41]2[CH:46]=[CH:45][N:44]=[C:43]([CH:47]3[CH2:51][CH2:50][CH2:49][CH2:48]3)[CH:42]=2)[CH:36]=1)=[O:34])(C)(C)C. (2) Given the product [C:8]([NH2:9])(=[O:54])[C:5]1[CH:6]=[CH:7][CH:2]=[CH:3][CH:4]=1, predict the reactants needed to synthesize it. The reactants are: Br[C:2]1[CH:7]=[CH:6][C:5]([CH:8]2CCC[N:9]2C)=[CH:4][CH:3]=1.F[B-](F)(F)F.F[B-](F)(F)F.C1(P(C2CCCCC2)CCCP(C2CCCCC2)C2CCCCC2)CCCCC1.C(=O)([O-])[O-:54].[K+].[K+].NC1C=CC(C)=C(C2C=C3C(C=C(NC(C4CC4)=O)N=C3)=CC=2)C=1.CN(C)C=O. (3) The reactants are: [NH2:1][C:2]1[C:7]([N+:8]([O-:10])=[O:9])=[CH:6][C:5]([CH3:11])=[C:4](Cl)[CH:3]=1.[CH:13]1(B(O)O)[CH2:15][CH2:14]1.C(=O)([O-])[O-].[Cs+].[Cs+].ClCCl. Given the product [NH2:1][C:2]1[C:7]([N+:8]([O-:10])=[O:9])=[CH:6][C:5]([CH3:11])=[C:4]([CH:13]2[CH2:15][CH2:14]2)[CH:3]=1, predict the reactants needed to synthesize it.